This data is from Full USPTO retrosynthesis dataset with 1.9M reactions from patents (1976-2016). The task is: Predict the reactants needed to synthesize the given product. (1) The reactants are: C(OC(=O)[N:7]([S:13]([C:16]1[CH:21]=[C:20]([Cl:22])[C:19]([O:23][C:24]2[CH:25]=[N:26][C:27](Cl)=[CH:28][C:29]=2[C:30]2[CH:31]=[N:32][CH:33]=[N:34][CH:35]=2)=[CH:18][C:17]=1[F:37])(=[O:15])=[O:14])[C:8]1[N:9]=[CH:10][S:11][CH:12]=1)(C)(C)C.[F:39][C:40]1[CH:41]=[C:42](B(O)O)[CH:43]=[CH:44][CH:45]=1.C([O-])([O-])=O.[Na+].[Na+].O. Given the product [Cl:22][C:20]1[C:19]([O:23][C:24]2[CH:25]=[N:26][C:27]([C:44]3[CH:43]=[CH:42][CH:41]=[C:40]([F:39])[CH:45]=3)=[CH:28][C:29]=2[C:30]2[CH:31]=[N:32][CH:33]=[N:34][CH:35]=2)=[CH:18][C:17]([F:37])=[C:16]([S:13]([NH:7][C:8]2[N:9]=[CH:10][S:11][CH:12]=2)(=[O:15])=[O:14])[CH:21]=1, predict the reactants needed to synthesize it. (2) Given the product [C:36]([OH:43])(=[O:42])/[CH:37]=[CH:38]/[C:39]([OH:41])=[O:40].[F:35][C:2]([F:1])([F:34])[C:3]1[CH:29]=[C:28]([C:30]([F:32])([F:33])[F:31])[CH:27]=[CH:26][C:4]=1[CH2:5][N:6]1[CH2:7][CH2:8][CH:9](/[CH:12]=[C:13]2/[C:14]([NH:19][CH2:20][C:21]([CH3:24])([CH3:25])[CH2:22][OH:23])=[N:15][C:16](=[O:18])[S:17]/2)[CH2:10][CH2:11]1, predict the reactants needed to synthesize it. The reactants are: [F:1][C:2]([F:35])([F:34])[C:3]1[CH:29]=[C:28]([C:30]([F:33])([F:32])[F:31])[CH:27]=[CH:26][C:4]=1[CH2:5][N:6]1[CH2:11][CH2:10][CH:9](/[CH:12]=[C:13]2/[C:14]([NH:19][CH2:20][C:21]([CH3:25])([CH3:24])[CH2:22][OH:23])=[N:15][C:16](=[O:18])[S:17]/2)[CH2:8][CH2:7]1.[C:36]([OH:43])(=[O:42])/[CH:37]=[CH:38]/[C:39]([OH:41])=[O:40]. (3) Given the product [CH:17]1([NH:16][C:14](=[O:15])[C:13]2[CH:20]=[CH:21][C:22]([CH3:23])=[C:11]([C:7]3[N:6]=[C:5]4[NH:4][N:3]=[C:2]([NH:1][S:30]([C:29]5[C:25]([CH3:24])=[N:26][O:27][C:28]=5[CH3:34])(=[O:32])=[O:31])[C:10]4=[CH:9][CH:8]=3)[CH:12]=2)[CH2:18][CH2:19]1, predict the reactants needed to synthesize it. The reactants are: [NH2:1][C:2]1[C:10]2[C:5](=[N:6][C:7]([C:11]3[CH:12]=[C:13]([CH:20]=[CH:21][C:22]=3[CH3:23])[C:14]([NH:16][CH:17]3[CH2:19][CH2:18]3)=[O:15])=[CH:8][CH:9]=2)[NH:4][N:3]=1.[CH3:24][C:25]1[C:29]([S:30](Cl)(=[O:32])=[O:31])=[C:28]([CH3:34])[O:27][N:26]=1. (4) Given the product [C:22]([C:21]1([OH:28])[CH:20]2[CH2:19][N:18]3[CH2:25][CH:24]([CH2:5][CH:6]1[CH2:27]3)[CH2:26]2)#[CH:23], predict the reactants needed to synthesize it. The reactants are: C[Si]([C:5]#[CH:6])(C)C.CCCCCC.C([Li])CCC.[N:18]12[CH2:27][CH:22]3[CH2:23][CH:24]([CH2:26][CH:20]([C:21]3=[O:28])[CH2:19]1)[CH2:25]2. (5) Given the product [Si:1]([C:8]1[C:13]([F:14])=[C:12]([F:15])[N:11]=[C:10]([C:16]([C:18]2[C:19]([Cl:25])=[N:20][CH:21]=[N:22][C:23]=2[Cl:24])=[O:17])[C:9]=1[F:26])([C:4]([CH3:7])([CH3:5])[CH3:6])([CH3:2])[CH3:3], predict the reactants needed to synthesize it. The reactants are: [Si:1]([C:8]1[C:13]([F:14])=[C:12]([F:15])[N:11]=[C:10]([CH:16]([C:18]2[C:19]([Cl:25])=[N:20][CH:21]=[N:22][C:23]=2[Cl:24])[OH:17])[C:9]=1[F:26])([C:4]([CH3:7])([CH3:6])[CH3:5])([CH3:3])[CH3:2]. (6) Given the product [CH3:1][CH:24]1[C:28]2[NH:29][C:30]([C:32]([O:34][CH2:35][CH3:36])=[O:33])=[CH:31][C:27]=2[CH2:26][CH2:25]1.[CH3:37][C:19]1[C:5]2[N:6]([CH2:11][O:12][CH2:13][CH2:14][Si:15]([CH3:18])([CH3:16])[CH3:17])[C:7]([C:8]([O:10][CH2:24][CH3:25])=[O:9])=[CH:3][C:4]=2[CH2:21][CH:20]=1, predict the reactants needed to synthesize it. The reactants are: [CH2:1]([C:3]1[C:4]2[CH2:21][CH2:20][C:19](=O)[C:5]=2[N:6]([CH2:11][O:12][CH2:13][CH2:14][Si:15]([CH3:18])([CH3:17])[CH3:16])[C:7]=1[C:8]([OH:10])=[O:9])C.O=[C:24]1[C:28]2[NH:29][C:30]([C:32]([O:34][CH2:35][CH3:36])=[O:33])=[CH:31][C:27]=2[CH2:26][CH2:25]1.[CH3:37][Mg]Br. (7) Given the product [F:50][C:51]1[CH:52]=[C:53]2[C:57](=[CH:58][CH:59]=1)[CH2:56][CH:55]([NH:60][C:32](=[O:34])/[C:31](=[CH:35]/[C:36]1[CH:41]=[CH:40][C:39]([N:42]3[CH:46]=[C:45]([CH3:47])[N:44]=[CH:43]3)=[C:38]([O:48][CH3:49])[CH:37]=1)/[CH2:30][CH2:29][CH2:28][Cl:27])[CH2:54]2, predict the reactants needed to synthesize it. The reactants are: C(N(C(C)C)CC)(C)C.C1C=CC2N(O)N=NC=2C=1.FC(F)(F)C(O)=O.[Cl:27][CH2:28][CH2:29][CH2:30]/[C:31](=[CH:35]\[C:36]1[CH:41]=[CH:40][C:39]([N:42]2[CH:46]=[C:45]([CH3:47])[N:44]=[CH:43]2)=[C:38]([O:48][CH3:49])[CH:37]=1)/[C:32]([OH:34])=O.[F:50][C:51]1[CH:52]=[C:53]2[C:57](=[CH:58][CH:59]=1)[CH2:56][CH:55]([NH2:60])[CH2:54]2.C(=O)(O)[O-].[Na+].